Dataset: Drug-target binding data from BindingDB using IC50 measurements. Task: Regression. Given a target protein amino acid sequence and a drug SMILES string, predict the binding affinity score between them. We predict pIC50 (pIC50 = -log10(IC50 in M); higher means more potent). Dataset: bindingdb_ic50. (1) The compound is COC(=O)[C@@H]1C[C@@H](OS(=O)(=O)c2ccc(C)cc2)CN1C(C)=O. The target protein (P08253) has sequence MEALMARGALTGPLRALCLLGCLLSHAAAAPSPIIKFPGDVAPKTDKELAVQYLNTFYGCPKESCNLFVLKDTLKKMQKFFGLPQTGDLDQNTIETMRKPRCGNPDVANYNFFPRKPKWDKNQITYRIIGYTPDLDPETVDDAFARAFQVWSDVTPLRFSRIHDGEADIMINFGRWEHGDGYPFDGKDGLLAHAFAPGTGVGGDSHFDDDELWTLGEGQVVRVKYGNADGEYCKFPFLFNGKEYNSCTDTGRSDGFLWCSTTYNFEKDGKYGFCPHEALFTMGGNAEGQPCKFPFRFQGTSYDSCTTEGRTDGYRWCGTTEDYDRDKKYGFCPETAMSTVGGNSEGAPCVFPFTFLGNKYESCTSAGRSDGKMWCATTANYDDDRKWGFCPDQGYSLFLVAAHEFGHAMGLEHSQDPGALMAPIYTYTKNFRLSQDDIKGIQELYGASPDIDLGTGPTPTLGPVTPEICKQDIVFDGIAQIRGEIFFFKDRFIWRTVTPR.... The pIC50 is 6.5. (2) The pIC50 is 3.5. The target protein (P19490) has sequence MPYIFAFFCTGFLGAVVGANFPNNIQIGGLFPNQQSQEHAAFRFALSQLTEPPKLLPQIDIVNISDSFEMTYRFCSQFSKGVYAIFGFYERRTVNMLTSFCGALHVCFITPSFPVDTSNQFVLQLRPELQEALISIIDHYKWQTFVYIYDADRGLSVLQRVLDTAAEKNWQVTAVNILTTTEEGYRMLFQDLEKKKERLVVVDCESERLNAILGQIVKLEKNGIGYHYILANLGFMDIDLNKFKESGANVTGFQLVNYTDTIPARIMQQWRTSDSRDHTRVDWKRPKYTSALTYDGVKVMAEAFQSLRRQRIDISRRGNAGDCLANPAVPWGQGIDIQRALQQVRFEGLTGNVQFNEKGRRTNYTLHVIEMKHDGIRKIGYWNEDDKFVPAATDAQAGGDNSSVQNRTYIVTTILEDPYVMLKKNANQFEGNDRYEGYCVELAAEIAKHVGYSYRLEIVSDGKYGARDPDTKAWNGMVGELVYGRADVAVAPLTITLVRE.... The compound is COC(=O)c1ccc(/C=C/c2nc3ccc(OC)cc3c(=O)n2-c2ccc(C(=O)O)cc2)cc1C(=O)OC.